This data is from Forward reaction prediction with 1.9M reactions from USPTO patents (1976-2016). The task is: Predict the product of the given reaction. (1) Given the reactants [NH2:1][C@@H:2]([CH3:19])[CH2:3][N:4]1[CH:8]=[CH:7][C:6]([C:9]2[CH:16]=[C:15]([F:17])[C:12]([C:13]#[N:14])=[C:11]([Cl:18])[CH:10]=2)=[N:5]1.[F:20][C:21]1[N:25]2[CH:26]=[CH:27][CH:28]=[CH:29][C:24]2=[N:23][C:22]=1[C:30](O)=[O:31], predict the reaction product. The product is: [Cl:18][C:11]1[CH:10]=[C:9]([C:6]2[CH:7]=[CH:8][N:4]([CH2:3][C@@H:2]([NH:1][C:30]([C:22]3[N:23]=[C:24]4[CH:29]=[CH:28][CH:27]=[CH:26][N:25]4[C:21]=3[F:20])=[O:31])[CH3:19])[N:5]=2)[CH:16]=[C:15]([F:17])[C:12]=1[C:13]#[N:14]. (2) Given the reactants C(O[C:6](=[O:28])[NH:7][C@@H:8]([CH2:21][C:22]1[CH:27]=[CH:26][CH:25]=[CH:24][CH:23]=1)[CH:9]([C:11](=[O:20])[NH:12][CH2:13][C:14]1[CH:19]=[CH:18][CH:17]=[CH:16][CH:15]=1)[OH:10])(C)(C)C.FC(F)(F)C(O)=O.[CH2:36]([O:43][C:44]([NH:46][C@@H:47]([CH3:64])[C:48]([NH:50][C@@H:51]([CH2:55][C:56]1[CH:61]=[CH:60][C:59]([O:62][CH3:63])=[CH:58][CH:57]=1)C(O)=O)=[O:49])=[O:45])[C:37]1[CH:42]=[CH:41][CH:40]=[CH:39][CH:38]=1.CN(C(ON1N=NC2C=CC=NC1=2)=[N+](C)C)C.F[P-](F)(F)(F)(F)F.C(N(CC)C(C)C)(C)C, predict the reaction product. The product is: [CH2:36]([O:43][C:44](=[O:45])[NH:46][C@H:47]([C:48](=[O:49])[NH:50][C@H:51]([C:6](=[O:28])[NH:7][C@@H:8]([CH2:21][C:22]1[CH:23]=[CH:24][CH:25]=[CH:26][CH:27]=1)[CH:9]([C:11](=[O:20])[NH:12][CH2:13][C:14]1[CH:15]=[CH:16][CH:17]=[CH:18][CH:19]=1)[OH:10])[CH2:55][C:56]1[CH:61]=[CH:60][C:59]([O:62][CH3:63])=[CH:58][CH:57]=1)[CH3:64])[C:37]1[CH:42]=[CH:41][CH:40]=[CH:39][CH:38]=1. (3) Given the reactants N1C=CN=C1.[OH:6][CH2:7][C@@H:8]1[NH:12][C:11](=[O:13])[CH2:10][CH2:9]1.[Si:14](Cl)([C:17]([CH3:20])([CH3:19])[CH3:18])([CH3:16])[CH3:15], predict the reaction product. The product is: [Si:14]([O:6][CH2:7][C@@H:8]1[NH:12][C:11](=[O:13])[CH2:10][CH2:9]1)([C:17]([CH3:20])([CH3:19])[CH3:18])([CH3:16])[CH3:15]. (4) Given the reactants [Cl:1][C:2]1[C:10]2[N:9]=[C:8]3[N:11]([C:15]4[CH:16]=[CH:17][C:18]([OH:22])=[N:19][C:20]=4[CH3:21])[CH2:12][CH2:13][CH2:14][N:7]3[C:6]=2[C:5]([CH:23]([O:28][CH:29]([F:31])[F:30])[C:24]([F:27])([F:26])[F:25])=[CH:4][CH:3]=1.[F:32][C:33]([F:46])([F:45])[S:34](O[S:34]([C:33]([F:46])([F:45])[F:32])(=[O:36])=[O:35])(=[O:36])=[O:35], predict the reaction product. The product is: [F:32][C:33]([F:46])([F:45])[S:34]([O:22][C:18]1[CH:17]=[CH:16][C:15]([N:11]2[C:8]3=[N:9][C:10]4[C:2]([Cl:1])=[CH:3][CH:4]=[C:5]([CH:23]([O:28][CH:29]([F:30])[F:31])[C:24]([F:27])([F:26])[F:25])[C:6]=4[N:7]3[CH2:14][CH2:13][CH2:12]2)=[C:20]([CH3:21])[N:19]=1)(=[O:36])=[O:35]. (5) Given the reactants [Br:1][C:2]1[C:7]([F:8])=[CH:6][C:5]([C:9]2[C:18]3[C:13](=[CH:14][C:15]([S:19](OC4C(F)=C(F)C(F)=C(F)C=4F)(=[O:21])=[O:20])=[CH:16][CH:17]=3)[CH:12]=[CH:11][N:10]=2)=[C:4]([O:34][CH3:35])[CH:3]=1.[O:36]1[CH:40]=[CH:39][C:38]([NH2:41])=[N:37]1.C1COCC1.C[Si]([N-][Si](C)(C)C)(C)C.[Li+], predict the reaction product. The product is: [Br:1][C:2]1[C:7]([F:8])=[CH:6][C:5]([C:9]2[C:18]3[C:13](=[CH:14][C:15]([S:19]([NH:41][C:38]4[CH:39]=[CH:40][O:36][N:37]=4)(=[O:21])=[O:20])=[CH:16][CH:17]=3)[CH:12]=[CH:11][N:10]=2)=[C:4]([O:34][CH3:35])[CH:3]=1. (6) Given the reactants [CH3:1][O:2][CH2:3][CH2:4][CH2:5][CH2:6][CH2:7][CH2:8][CH2:9][CH2:10][NH:11][C:12]1[CH:17]=[CH:16][N:15]=[CH:14][CH:13]=1.[I:18][CH3:19], predict the reaction product. The product is: [I-:18].[CH3:1][O:2][CH2:3][CH2:4][CH2:5][CH2:6][CH2:7][CH2:8][CH2:9][CH2:10][NH:11][C:12]1[CH:13]=[CH:14][N+:15]([CH3:19])=[CH:16][CH:17]=1. (7) Given the reactants [CH2:1]1[O:3][C@@H:2]1[CH2:4][OH:5].C1(P(C2C=CC=CC=2)C2C=CC=CC=2)C=CC=CC=1.[F:25][C:26]1[CH:27]=[CH:28][C:29]([N+:33]([O-:35])=[O:34])=[C:30](O)[CH:31]=1.CCOC(/N=N/C(OCC)=O)=O, predict the reaction product. The product is: [F:25][C:26]1[CH:31]=[CH:30][C:29]([N+:33]([O-:35])=[O:34])=[C:28]([CH:27]=1)[O:5][CH2:4][C@@H:2]1[CH2:1][O:3]1. (8) Given the reactants [Cl:1][C:2]1[S:28][C:5]2[NH:6][C:7](=[O:27])[C:8]([C:11]3[CH:16]=[CH:15][CH:14]=[C:13]([C:17](=[O:26])[C:18]4[CH:23]=[CH:22][C:21]([O:24]C)=[CH:20][CH:19]=4)[CH:12]=3)=[C:9]([OH:10])[C:4]=2[C:3]=1[CH3:29].Cl.N1C=CC=CC=1, predict the reaction product. The product is: [Cl:1][C:2]1[S:28][C:5]2[NH:6][C:7](=[O:27])[C:8]([C:11]3[CH:16]=[CH:15][CH:14]=[C:13]([C:17](=[O:26])[C:18]4[CH:23]=[CH:22][C:21]([OH:24])=[CH:20][CH:19]=4)[CH:12]=3)=[C:9]([OH:10])[C:4]=2[C:3]=1[CH3:29]. (9) The product is: [OH:12][C:13]1[CH:14]=[C:15]([CH2:20][C:21]([O:23][CH3:24])=[O:22])[CH:16]=[C:17]([OH:19])[C:18]=1[C@@H:3]1[CH2:32][C:30](=[O:31])[C@H:29]2[CH2:25][C@H:2]1[C:1]2([CH3:11])[CH3:6]. Given the reactants [C:1]1([CH3:11])[CH:6]=CC(S(O)(=O)=O)=[CH:3][CH:2]=1.[OH:12][C:13]1[CH:14]=[C:15]([CH2:20][C:21]([O:23][CH3:24])=[O:22])[CH:16]=[C:17]([OH:19])[CH:18]=1.[CH:25](Cl)(Cl)Cl.[CH3:29][C:30]([CH3:32])=[O:31], predict the reaction product. (10) Given the reactants Cl[C:2]1[C:7]([N+:8]([O-:10])=[O:9])=[CH:6][N:5]=[CH:4][C:3]=1[CH3:11].[NH:12]1[CH2:17][CH2:16][CH2:15][C@H:14]([NH:18][C:19](=[O:25])[O:20][C:21]([CH3:24])([CH3:23])[CH3:22])[CH2:13]1.C(N(CC)CC)C, predict the reaction product. The product is: [CH3:11][C:3]1[CH:4]=[N:5][CH:6]=[C:7]([N+:8]([O-:10])=[O:9])[C:2]=1[N:12]1[CH2:17][CH2:16][CH2:15][C@H:14]([NH:18][C:19](=[O:25])[O:20][C:21]([CH3:23])([CH3:22])[CH3:24])[CH2:13]1.